Predict the reactants needed to synthesize the given product. From a dataset of Full USPTO retrosynthesis dataset with 1.9M reactions from patents (1976-2016). (1) Given the product [CH2:4]([C:8]1[CH:13]=[CH:12][C:11]([NH:14][C:15]([NH:17][C:18]2[C:19]([C:28]([NH:30][C@@H:31]([CH:36]3[CH2:41][CH2:40][CH2:39][CH2:38][CH2:37]3)[C:32]([OH:34])=[O:33])=[O:29])=[CH:20][C:21]3[C:26]([CH:27]=2)=[CH:25][CH:24]=[CH:23][CH:22]=3)=[O:16])=[CH:10][CH:9]=1)[CH2:5][CH2:6][CH3:7], predict the reactants needed to synthesize it. The reactants are: O.[OH-].[Li+].[CH2:4]([C:8]1[CH:13]=[CH:12][C:11]([NH:14][C:15]([NH:17][C:18]2[C:19]([C:28]([NH:30][C@@H:31]([CH:36]3[CH2:41][CH2:40][CH2:39][CH2:38][CH2:37]3)[C:32]([O:34]C)=[O:33])=[O:29])=[CH:20][C:21]3[C:26]([CH:27]=2)=[CH:25][CH:24]=[CH:23][CH:22]=3)=[O:16])=[CH:10][CH:9]=1)[CH2:5][CH2:6][CH3:7].O.Cl. (2) Given the product [Cl:1][C:2]1[C:3]([CH3:27])=[CH:4][C:5]([O:6][CH2:7][CH2:8][CH2:9][C:10]2[C:18]3[C:13](=[CH:14][CH:15]=[CH:16][CH:17]=3)[N:12]([CH3:29])[C:11]=2[C:19]([O:21][CH2:22][CH3:23])=[O:20])=[CH:24][C:25]=1[CH3:26], predict the reactants needed to synthesize it. The reactants are: [Cl:1][C:2]1[C:25]([CH3:26])=[CH:24][C:5]([O:6][CH2:7][CH2:8][CH2:9][C:10]2[C:18]3[C:13](=[CH:14][CH:15]=[CH:16][CH:17]=3)[NH:12][C:11]=2[C:19]([O:21][CH2:22][CH3:23])=[O:20])=[CH:4][C:3]=1[CH3:27].Cl[C:29]1C(C)=CC(OCCCC2C3C(=CC=CC=3)N(C)C=2C(O)=O)=CC=1C. (3) Given the product [CH3:10][C:6]1[N:7]=[C:8]([NH:42][C:18]([C:20]2[N:21]=[C:22]([CH:32]([CH3:33])[CH3:34])[S:23][C:24]=2[NH:25][C:26]2[CH:27]=[N:28][CH:29]=[CH:30][CH:31]=2)=[O:19])[CH:12]=[CH:14][CH:4]=1, predict the reactants needed to synthesize it. The reactants are: C(O[C:4]([C:6]1[N:7]=[C:8]([CH:12]([CH3:14])C)S[C:10]=1N)=O)C.C(O[C:18]([C:20]1[N:21]=[C:22]([CH:32]([CH3:34])[CH3:33])[S:23][C:24]=1[NH:25][C:26]1[CH:27]=[N:28][CH:29]=[CH:30][CH:31]=1)=[O:19])C.C(C1SC(NC2C=NC=CC=2)=C(C(O)=O)[N:42]=1)(C)C. (4) Given the product [CH3:33][N:12]([CH3:11])[CH2:13][CH2:14][CH2:15][O:16][C:17]1[CH:22]=[N:21][C:20]([C:23]2[CH:24]=[C:25]([CH2:26][OH:27])[CH:30]=[CH:31][CH:32]=2)=[N:19][CH:18]=1, predict the reactants needed to synthesize it. The reactants are: [H-].C([Al+]CC(C)C)C(C)C.[CH3:11][N:12]([CH3:33])[CH2:13][CH2:14][CH2:15][O:16][C:17]1[CH:18]=[N:19][C:20]([C:23]2[CH:24]=[C:25]([CH:30]=[CH:31][CH:32]=2)[C:26](OC)=[O:27])=[N:21][CH:22]=1.S([O-])([O-])(=O)=O.[Na+].[Na+]. (5) Given the product [CH2:1]([O:3][C:4](=[O:28])[CH2:5][C:6]1[CH:7]=[C:8]([C:14]2[CH:19]=[CH:18][C:17]([C:20]([F:23])([F:21])[F:22])=[CH:16][C:15]=2[CH2:24][N:25]([CH2:26][CH3:27])[C:36](=[N:37][C:38]#[N:39])[O:35][C:32]2[CH:33]=[CH:34][CH:29]=[CH:30][CH:31]=2)[C:9]([O:12][CH3:13])=[CH:10][CH:11]=1)[CH3:2], predict the reactants needed to synthesize it. The reactants are: [CH2:1]([O:3][C:4](=[O:28])[CH2:5][C:6]1[CH:7]=[C:8]([C:14]2[CH:19]=[CH:18][C:17]([C:20]([F:23])([F:22])[F:21])=[CH:16][C:15]=2[CH2:24][NH:25][CH2:26][CH3:27])[C:9]([O:12][CH3:13])=[CH:10][CH:11]=1)[CH3:2].[CH:29]1[CH:34]=[CH:33][C:32]([O:35][C:36](OC2C=CC=CC=2)=[N:37][C:38]#[N:39])=[CH:31][CH:30]=1. (6) Given the product [Br:19][C:12]1[CH:13]=[C:14]([CH:17]=[CH:18][C:11]=1[CH:10]1[N:9]2[CH:8]=[N:7][CH:6]=[C:5]2[CH2:4][CH2:3][CH2:2]1)[C:15]#[N:16], predict the reactants needed to synthesize it. The reactants are: O[CH2:2][CH2:3][CH2:4][C:5]1[N:9]([CH2:10][C:11]2[CH:18]=[CH:17][C:14]([C:15]#[N:16])=[CH:13][C:12]=2[Br:19])[CH:8]=[N:7][CH:6]=1.[Cl-].CC([O-])(C)C.[K+]. (7) Given the product [CH3:11][N:10]([CH3:12])[CH2:9][CH2:8][O:7][C:6]1[CH:13]=[C:2]([C:25]2[CH:26]=[N:27][NH:28][CH:29]=2)[CH:3]=[CH:4][C:5]=1[N+:14]([O-:16])=[O:15], predict the reactants needed to synthesize it. The reactants are: Br[C:2]1[CH:3]=[CH:4][C:5]([N+:14]([O-:16])=[O:15])=[C:6]([CH:13]=1)[O:7][CH2:8][CH2:9][N:10]([CH3:12])[CH3:11].CC1(C)C(C)(C)OB([C:25]2[CH:26]=[N:27][N:28](C(OC(C)(C)C)=O)[CH:29]=2)O1.C([O-])([O-])=O.[Na+].[Na+]. (8) Given the product [Cl:1][C:2]1[CH:7]=[CH:6][C:5]([C:8]2[C:13]([O:14][CH2:15][C:16]([F:19])([F:18])[F:17])=[CH:12][N:11]=[C:10]([C:20]([NH:32][CH2:31][C:29]3[O:28][N:27]=[C:26]([CH:24]([CH3:25])[CH3:23])[N:30]=3)=[O:22])[CH:9]=2)=[CH:4][CH:3]=1, predict the reactants needed to synthesize it. The reactants are: [Cl:1][C:2]1[CH:7]=[CH:6][C:5]([C:8]2[C:13]([O:14][CH2:15][C:16]([F:19])([F:18])[F:17])=[CH:12][N:11]=[C:10]([C:20]([OH:22])=O)[CH:9]=2)=[CH:4][CH:3]=1.[CH3:23][CH:24]([C:26]1[N:30]=[C:29]([CH2:31][NH2:32])[O:28][N:27]=1)[CH3:25].